From a dataset of Forward reaction prediction with 1.9M reactions from USPTO patents (1976-2016). Predict the product of the given reaction. (1) Given the reactants [N:1]1[C:10]2[C:5](=[CH:6][C:7]([CH2:11][N:12]3[C:16]4=[N:17][C:18]([C:21]#[N:22])=[CH:19][N:20]=[C:15]4[N:14]=[N:13]3)=[CH:8][CH:9]=2)[CH:4]=[CH:3][CH:2]=1.O.[NH2:24][NH2:25], predict the reaction product. The product is: [N:1]1[C:10]2[C:5](=[CH:6][C:7]([CH2:11][N:12]3[C:16]4=[N:17][C:18]([C:21](=[N:24][NH2:25])[NH2:22])=[CH:19][N:20]=[C:15]4[N:14]=[N:13]3)=[CH:8][CH:9]=2)[CH:4]=[CH:3][CH:2]=1. (2) Given the reactants [CH3:1][O:2][C:3]1[CH:8]=[C:7]([O:9][CH3:10])[CH:6]=[CH:5][C:4]=1[C:11]1[CH:15]=[CH:14][NH:13][N:12]=1.Br[C:17]1[CH:18]=[CH:19][C:20]([CH3:29])=[C:21]([CH2:23][NH:24][C:25](=[O:28])[O:26][CH3:27])[CH:22]=1.C(=O)([O-])[O-].[K+].[K+].CNC1CCCCC1NC, predict the reaction product. The product is: [CH3:1][O:2][C:3]1[CH:8]=[C:7]([O:9][CH3:10])[CH:6]=[CH:5][C:4]=1[C:11]1[CH:15]=[CH:14][N:13]([C:17]2[CH:18]=[CH:19][C:20]([CH3:29])=[C:21]([CH2:23][NH:24][C:25](=[O:28])[O:26][CH3:27])[CH:22]=2)[N:12]=1. (3) Given the reactants [CH3:1][C:2]1[N:6]=[CH:5][N:4]([C:7]2[CH:14]=[CH:13][C:12]([N+:15]([O-])=O)=[CH:11][C:8]=2[C:9]#[N:10])[N:3]=1, predict the reaction product. The product is: [NH2:15][C:12]1[CH:13]=[CH:14][C:7]([N:4]2[CH:5]=[N:6][C:2]([CH3:1])=[N:3]2)=[C:8]([CH:11]=1)[C:9]#[N:10].